Dataset: Reaction yield outcomes from USPTO patents with 853,638 reactions. Task: Predict the reaction yield, written as a fraction of the theoretical maximum amount of product (1.0 means a 100% yield; for example, 0.34 means a 34% yield). (1) The reactants are [NH2:1][C:2]1[C:7]([CH:8]=O)=[CH:6][CH:5]=[C:4]([CH2:10][OH:11])[N:3]=1.[N+](=[C:14](P(=O)(OC)OC)C(=O)C)=[N-].C(=O)([O-])[O-].[K+].[K+].[Cl-].[NH4+].[Cl-].[Na+]. The catalyst is CO. The product is [NH2:1][C:2]1[N:3]=[C:4]([CH2:10][OH:11])[CH:5]=[CH:6][C:7]=1[C:8]#[CH:14]. The yield is 0.470. (2) The reactants are [F:1][C:2]1[CH:3]=[C:4]([C:13]2[CH:18]=[CH:17][C:16]([S:19]([CH3:22])(=[O:21])=[O:20])=[CH:15][CH:14]=2)[CH:5]=[CH:6][C:7]=1[C:8]([O:10]CC)=[O:9].[OH-].[Na+]. The catalyst is CO.C1COCC1.O. The product is [F:1][C:2]1[CH:3]=[C:4]([C:13]2[CH:18]=[CH:17][C:16]([S:19]([CH3:22])(=[O:21])=[O:20])=[CH:15][CH:14]=2)[CH:5]=[CH:6][C:7]=1[C:8]([OH:10])=[O:9]. The yield is 0.840. (3) The reactants are Cl[C:2]([O:4][CH3:5])=[O:3].[C:6]([C:8]1[CH:9]=[C:10]([NH:14][C:15]([C:17]2[CH:18]=[C:19]([C:24]3[CH:29]=[CH:28][C:27]([F:30])=[CH:26][C:25]=3[F:31])[CH:20]=[CH:21]C=2O)=[O:16])[CH:11]=[CH:12][CH:13]=1)#[CH:7].Cl. The catalyst is O1CCCC1.N1C=CC=CC=1. The product is [F:31][C:25]1[CH:26]=[C:27]([F:30])[CH:28]=[CH:29][C:24]=1[C:19]1[CH:20]=[CH:21][C:5]2[O:4][C:2](=[O:3])[N:14]([C:10]3[CH:11]=[CH:12][CH:13]=[C:8]([C:6]#[CH:7])[CH:9]=3)[C:15](=[O:16])[C:17]=2[CH:18]=1. The yield is 0.140. (4) The reactants are [Cl:1][C:2]1[CH:7]=[CH:6][C:5]([NH:8][C:9]2[N:17]=[C:16]([N:18]3[CH:22]=[CH:21][C:20]([N+:23]([O-])=O)=[N:19]3)[N:15]=[C:14]3[C:10]=2[N:11]=[CH:12][N:13]3[CH3:26])=[CH:4][CH:3]=1.O1CCCC1. The yield is 0.800. The catalyst is CO.ClCCl.[Ni]. The product is [NH2:23][C:20]1[CH:21]=[CH:22][N:18]([C:16]2[N:15]=[C:14]3[C:10]([N:11]=[CH:12][N:13]3[CH3:26])=[C:9]([NH:8][C:5]3[CH:6]=[CH:7][C:2]([Cl:1])=[CH:3][CH:4]=3)[N:17]=2)[N:19]=1.